Dataset: Reaction yield outcomes from USPTO patents with 853,638 reactions. Task: Predict the reaction yield, written as a fraction of the theoretical maximum amount of product (1.0 means a 100% yield; for example, 0.34 means a 34% yield). (1) The reactants are [Cl:1][C:2]1[C:7]([CH:8](OC)[O:9]C)=[C:6]([O:13][CH:14]([F:16])[F:15])[CH:5]=[CH:4][C:3]=1[F:17]. The catalyst is CC(C)=O.O. The product is [Cl:1][C:2]1[C:3]([F:17])=[CH:4][CH:5]=[C:6]([O:13][CH:14]([F:16])[F:15])[C:7]=1[CH:8]=[O:9]. The yield is 0.400. (2) The reactants are C(O)(=O)C.[CH3:5][NH:6][C:7]1[CH:12]=[CH:11][CH:10]=[CH:9][C:8]=1[N+:13]([O-:15])=[O:14].[Br:16]N1C(=O)CCC1=O. The catalyst is O. The product is [Br:16][C:10]1[CH:11]=[CH:12][C:7]([NH:6][CH3:5])=[C:8]([N+:13]([O-:15])=[O:14])[CH:9]=1. The yield is 0.930. (3) The reactants are [Cl:1][C:2]1[N:3]([CH2:10][C:11]([OH:25])([CH3:24])[CH2:12]OS(C2C=CC(C)=CC=2)(=O)=O)[CH:4]=[C:5]([N+:7]([O-:9])=[O:8])[N:6]=1.[F:26][C:27]([F:42])([F:41])[C:28]1[CH:40]=[CH:39][C:31]([O:32][CH:33]2[CH2:38][CH2:37][NH:36][CH2:35][CH2:34]2)=[CH:30][CH:29]=1.[I-].[Na+].C(N(CC)CC)C. The catalyst is CN(C=O)C.O. The product is [Cl:1][C:2]1[N:3]([CH2:10][C:11]([CH3:24])([OH:25])[CH2:12][N:36]2[CH2:35][CH2:34][CH:33]([O:32][C:31]3[CH:30]=[CH:29][C:28]([C:27]([F:26])([F:41])[F:42])=[CH:40][CH:39]=3)[CH2:38][CH2:37]2)[CH:4]=[C:5]([N+:7]([O-:9])=[O:8])[N:6]=1. The yield is 0.630.